This data is from Forward reaction prediction with 1.9M reactions from USPTO patents (1976-2016). The task is: Predict the product of the given reaction. (1) Given the reactants [O:1]1[C:9]2[CH:8]=[CH:7][NH:6][C:5](=O)[C:4]=2[CH:3]=[CH:2]1.O=P(Cl)(Cl)[Cl:13], predict the reaction product. The product is: [Cl:13][C:5]1[C:4]2[CH:3]=[CH:2][O:1][C:9]=2[CH:8]=[CH:7][N:6]=1. (2) Given the reactants [CH3:1][N:2]([CH3:15])[C:3](=[O:14])[CH2:4][CH2:5][CH2:6][C:7]1[CH:12]=[CH:11][C:10]([NH2:13])=[CH:9][CH:8]=1.[C:16]1(=O)[CH2:19][CH2:18][CH2:17]1.[Si]([C:25]#[N:26])(C)(C)C, predict the reaction product. The product is: [CH3:15][N:2]([CH3:1])[C:3](=[O:14])[CH2:4][CH2:5][CH2:6][C:7]1[CH:8]=[CH:9][C:10]([NH:13][C:16]2([C:25]#[N:26])[CH2:19][CH2:18][CH2:17]2)=[CH:11][CH:12]=1. (3) The product is: [F:1][C:2]1[CH:7]=[CH:6][C:5]([CH2:8][N:9]2[CH2:10][CH2:11][C:12]3([O:15][CH2:16][CH2:17][N:18]([C:20]([C:22]4[N:23]=[C:24]([CH:27]([CH3:29])[CH3:28])[S:25][CH:26]=4)=[O:21])[CH2:19]3)[CH2:13][CH2:14]2)=[CH:4][C:3]=1[CH2:30][CH2:31][NH:48][CH2:49][C@@H:50]([C:52]1[C:60]2[S:59][C:58](=[O:61])[NH:57][C:56]=2[C:55]([OH:62])=[CH:54][CH:53]=1)[OH:51].[CH3:19][CH:12]1[CH2:13][CH2:14][CH2:16][O:15]1. Given the reactants [F:1][C:2]1[CH:7]=[CH:6][C:5]([CH2:8][N:9]2[CH2:14][CH2:13][C:12]3([CH2:19][N:18]([C:20]([C:22]4[N:23]=[C:24]([CH:27]([CH3:29])[CH3:28])[S:25][CH:26]=4)=[O:21])[CH2:17][CH2:16][O:15]3)[CH2:11][CH2:10]2)=[CH:4][C:3]=1[CH:30]=[CH:31]OC.C(O)(=O)C(O)=O.Cl.C(=O)([O-])[O-].[K+].[K+].Cl.[NH2:48][CH2:49][C@@H:50]([C:52]1[C:60]2[S:59][C:58](=[O:61])[NH:57][C:56]=2[C:55]([OH:62])=[CH:54][CH:53]=1)[OH:51], predict the reaction product. (4) Given the reactants C(OC([NH:8][CH2:9][CH2:10][CH2:11][N:12]1[C:21]2[C:16](=[CH:17][C:18]([C:22]([OH:24])=O)=[CH:19][CH:20]=2)[NH:15][C:14](=[O:25])[C:13]1=[O:26])=O)(C)(C)C.[NH2:27][C:28]1[S:29][C:30]([C:33]2[O:34][CH:35]=[CH:36][CH:37]=2)=[N:31][N:32]=1, predict the reaction product. The product is: [O:34]1[CH:35]=[CH:36][CH:37]=[C:33]1[C:30]1[S:29][C:28]([NH:27][C:22]([C:18]2[CH:17]=[C:16]3[C:21](=[CH:20][CH:19]=2)[N:12]([CH2:11][CH2:10][CH2:9][NH2:8])[C:13](=[O:26])[C:14](=[O:25])[NH:15]3)=[O:24])=[N:32][N:31]=1. (5) Given the reactants [OH:1][C:2]1[CH:9]=[C:8]([O:10][CH3:11])[CH:7]=[CH:6][C:3]=1[C:4]#[N:5].Br[CH2:13][C:14](=[O:19])[C:15]([CH3:18])([CH3:17])[CH3:16].C([O-])([O-])=O.[K+].[K+], predict the reaction product. The product is: [CH3:16][C:15]([CH3:18])([CH3:17])[C:14](=[O:19])[CH2:13][O:1][C:2]1[CH:9]=[C:8]([O:10][CH3:11])[CH:7]=[CH:6][C:3]=1[C:4]#[N:5]. (6) Given the reactants O[C:2]1[N:7]2[N:8]=[CH:9][CH:10]=[C:6]2[N:5]=[CH:4][C:3]=1[C:11]([O:13][CH2:14][CH3:15])=[O:12].[Cl:16][C:17]1[CH:23]=[C:22]([F:24])[C:21]([CH3:25])=[CH:20][C:18]=1[NH2:19], predict the reaction product. The product is: [Cl:16][C:17]1[CH:23]=[C:22]([F:24])[C:21]([CH3:25])=[CH:20][C:18]=1[NH:19][C:2]1[N:7]2[N:8]=[CH:9][CH:10]=[C:6]2[N:5]=[CH:4][C:3]=1[C:11]([O:13][CH2:14][CH3:15])=[O:12]. (7) The product is: [C:35]([OH:42])(=[O:41])/[CH:36]=[CH:37]/[C:38]([OH:40])=[O:39].[F:33][C:2]([F:1])([F:34])[C:3]1[CH:28]=[C:27]([C:29]([F:30])([F:31])[F:32])[CH:26]=[CH:25][C:4]=1[CH2:5][N:6]1[CH2:7][CH2:8][CH:9](/[CH:12]=[C:13]2/[C:14]([N:19]3[CH2:23][CH2:22][CH:21]([OH:24])[CH2:20]3)=[N:15][C:16](=[O:18])[S:17]/2)[CH2:10][CH2:11]1. Given the reactants [F:1][C:2]([F:34])([F:33])[C:3]1[CH:28]=[C:27]([C:29]([F:32])([F:31])[F:30])[CH:26]=[CH:25][C:4]=1[CH2:5][N:6]1[CH2:11][CH2:10][CH:9](/[CH:12]=[C:13]2/[C:14]([N:19]3[CH2:23][CH2:22][CH:21]([OH:24])[CH2:20]3)=[N:15][C:16](=[O:18])[S:17]/2)[CH2:8][CH2:7]1.[C:35]([OH:42])(=[O:41])/[CH:36]=[CH:37]/[C:38]([OH:40])=[O:39], predict the reaction product.